From a dataset of Reaction yield outcomes from USPTO patents with 853,638 reactions. Predict the reaction yield, written as a fraction of the theoretical maximum amount of product (1.0 means a 100% yield; for example, 0.34 means a 34% yield). (1) The reactants are O.[NH2:2]N.[Cl:4][C:5]1[C:10]([Cl:11])=[CH:9][CH:8]=[CH:7][C:6]=1[CH2:12][N:13]1[C:17]2[CH:18]=[C:19]([N:29]3[CH2:34][CH2:33][O:32][CH2:31][CH2:30]3)[CH:20]=[C:21]([C:22](/[N:24]=[CH:25]/[N:26](C)C)=O)[C:16]=2[N:15]=[C:14]1[CH3:35].C([O-])(O)=O.[Na+]. The catalyst is C(O)(=O)C. The product is [Cl:4][C:5]1[C:10]([Cl:11])=[CH:9][CH:8]=[CH:7][C:6]=1[CH2:12][N:13]1[C:17]2[CH:18]=[C:19]([N:29]3[CH2:30][CH2:31][O:32][CH2:33][CH2:34]3)[CH:20]=[C:21]([C:22]3[N:24]=[CH:25][NH:26][N:2]=3)[C:16]=2[N:15]=[C:14]1[CH3:35]. The yield is 0.530. (2) The reactants are [C:1]1([N:7]2[C:11]([C:12]3[CH:17]=[CH:16][CH:15]=[CH:14][CH:13]=3)=[CH:10][CH:9]=[C:8]2[C:18]2[CH:19]=[C:20]3[C:25](=[CH:26][CH:27]=2)[CH:24]=[C:23]([O:28][CH2:29][C:30]2[CH:39]=[CH:38][C:33]([C:34]([O:36]C)=[O:35])=[CH:32][CH:31]=2)[CH:22]=[CH:21]3)[CH:6]=[CH:5][CH:4]=[CH:3][CH:2]=1.[OH-].[Na+]. The catalyst is C1COCC1.CO.O. The product is [C:1]1([N:7]2[C:11]([C:12]3[CH:13]=[CH:14][CH:15]=[CH:16][CH:17]=3)=[CH:10][CH:9]=[C:8]2[C:18]2[CH:19]=[C:20]3[C:25](=[CH:26][CH:27]=2)[CH:24]=[C:23]([O:28][CH2:29][C:30]2[CH:31]=[CH:32][C:33]([C:34]([OH:36])=[O:35])=[CH:38][CH:39]=2)[CH:22]=[CH:21]3)[CH:6]=[CH:5][CH:4]=[CH:3][CH:2]=1. The yield is 0.990. (3) The reactants are [Cl:1][C:2]1[CH:28]=[C:27]([Cl:29])[CH:26]=[CH:25][C:3]=1[C:4]([N:6]([C:16]1[CH:21]=[CH:20][C:19]([Cl:22])=[C:18]([O:23][CH3:24])[CH:17]=1)[C:7]1[S:8][C:9](C)=[C:10]([C:12](O)=[O:13])[N:11]=1)=[O:5].[NH:30]1[CH2:34][CH2:33][CH2:32][CH2:31]1.C(N1C=CN=C1)(N1C=CN=C1)=O.Cl. The catalyst is ClCCl. The product is [Cl:1][C:2]1[CH:28]=[C:27]([Cl:29])[CH:26]=[CH:25][C:3]=1[C:4]([N:6]([C:16]1[CH:21]=[CH:20][C:19]([Cl:22])=[C:18]([O:23][CH3:24])[CH:17]=1)[C:7]1[S:8][CH:9]=[C:10]([C:12]([N:30]2[CH2:34][CH2:33][CH2:32][CH2:31]2)=[O:13])[N:11]=1)=[O:5]. The yield is 0.600. (4) The reactants are [C:1]([NH:4][C:5]1[CH:10]=[C:9]([C:11]2[N:12]([CH2:27][O:28][CH2:29][CH2:30][Si:31]([CH3:34])([CH3:33])[CH3:32])[C:13]([C:24](O)=[O:25])=[C:14]([C:16]3[CH:21]=[CH:20][C:19]([Cl:22])=[CH:18][C:17]=3[Cl:23])[N:15]=2)[CH:8]=[CH:7][N:6]=1)(=[O:3])[CH3:2].C[N:36](C(ON1N=NC2C=CC=CC1=2)=[N+](C)C)C.[B-](F)(F)(F)F.N.O1CCOCC1. The catalyst is C(Cl)Cl.O. The product is [C:1]([NH:4][C:5]1[CH:10]=[C:9]([C:11]2[N:12]([CH2:27][O:28][CH2:29][CH2:30][Si:31]([CH3:32])([CH3:34])[CH3:33])[C:13]([C:24]([NH2:36])=[O:25])=[C:14]([C:16]3[CH:21]=[CH:20][C:19]([Cl:22])=[CH:18][C:17]=3[Cl:23])[N:15]=2)[CH:8]=[CH:7][N:6]=1)(=[O:3])[CH3:2]. The yield is 0.380. (5) The reactants are [C:1]([C:9]1[CH:14]=[CH:13][CH:12]=[CH:11][CH:10]=1)(=O)[C:2]1[CH:7]=[CH:6][CH:5]=[CH:4][CH:3]=1.[OH:15][C@H:16]1[CH2:20][CH2:19][NH:18][CH2:17]1.[OH-].[Na+]. The catalyst is O1CCCC1.CC(C)[O-].CC(C)[O-].CC(C)[O-].CC(C)[O-].[Ti+4]. The product is [C:2]1([CH:1]([C:9]2[CH:14]=[CH:13][CH:12]=[CH:11][CH:10]=2)[N:18]2[CH2:19][CH2:20][C@H:16]([OH:15])[CH2:17]2)[CH:7]=[CH:6][CH:5]=[CH:4][CH:3]=1. The yield is 0.612. (6) The reactants are Br[C:2]1[CH:3]=[C:4]2[C:8](=[C:9]([Cl:11])[CH:10]=1)[C:7](=[O:12])[N:6]([CH2:13][C:14]1[CH:19]=[CH:18][C:17]([O:20][C:21]([F:24])([F:23])[F:22])=[CH:16][CH:15]=1)[CH2:5]2.C(P(C(C)(C)C)C1C=CC2C(=CC=CC=2)C=1C1C2C(=CC=CC=2)C=CC=1)(C)(C)C.C(=O)([O-])[O-].[Cs+].[Cs+].[F:60][CH:61]([F:64])[CH2:62][OH:63]. The catalyst is C1(C)C=CC=CC=1.C([O-])(=O)C.[Pd+2].C([O-])(=O)C. The product is [F:60][CH:61]([F:64])[CH2:62][O:63][C:2]1[CH:3]=[C:4]2[C:8](=[C:9]([Cl:11])[CH:10]=1)[C:7](=[O:12])[N:6]([CH2:13][C:14]1[CH:19]=[CH:18][C:17]([O:20][C:21]([F:24])([F:23])[F:22])=[CH:16][CH:15]=1)[CH2:5]2. The yield is 0.500. (7) The reactants are [C:1](OC(C1C=CN(C2C=CC(C3C=CC=CC=3)=CC=2)C=1)C(N1[C@@H](CC2C=CC=CC=2)COC1(C)C)=O)(=[O:3])[CH3:2].[CH2:39]([C@H:46]1[CH2:50][O:49][C:48]([CH3:52])([CH3:51])[N:47]1[C:53](=[O:73])[CH:54]([C:56]1[O:60][C:59]([C:61]2[CH:66]=[CH:65][C:64]([C:67]3[CH:72]=[CH:71][CH:70]=[CH:69][CH:68]=3)=[CH:63][CH:62]=2)=[CH:58][CH:57]=1)[OH:55])[C:40]1[CH:45]=[CH:44][CH:43]=[CH:42][CH:41]=1. No catalyst specified. The product is [C:1]([O:55][CH:54]([C:56]1[O:60][C:59]([C:61]2[CH:62]=[CH:63][C:64]([C:67]3[CH:68]=[CH:69][CH:70]=[CH:71][CH:72]=3)=[CH:65][CH:66]=2)=[CH:58][CH:57]=1)[C:53]([N:47]1[C@@H:46]([CH2:39][C:40]2[CH:45]=[CH:44][CH:43]=[CH:42][CH:41]=2)[CH2:50][O:49][C:48]1([CH3:52])[CH3:51])=[O:73])(=[O:3])[CH3:2]. The yield is 1.00. (8) The reactants are [NH2:1][C:2](=[N:27][OH:28])[C:3](=[N:10][O:11][CH2:12][C:13]1[N:18]=[C:17]([NH:19][C:20](=[O:26])[O:21][C:22]([CH3:25])([CH3:24])[CH3:23])[CH:16]=[CH:15][CH:14]=1)[C:4]1[CH:5]=[N:6][CH:7]=[CH:8][CH:9]=1.[C:29](N1C=CN=C1)(N1C=CN=C1)=[O:30]. The catalyst is C(#N)C. The product is [O:30]=[C:29]1[O:28][N:27]=[C:2]([C:3](=[N:10][O:11][CH2:12][C:13]2[N:18]=[C:17]([NH:19][C:20](=[O:26])[O:21][C:22]([CH3:24])([CH3:25])[CH3:23])[CH:16]=[CH:15][CH:14]=2)[C:4]2[CH:5]=[N:6][CH:7]=[CH:8][CH:9]=2)[NH:1]1. The yield is 0.940.